Dataset: Forward reaction prediction with 1.9M reactions from USPTO patents (1976-2016). Task: Predict the product of the given reaction. (1) Given the reactants [OH:1][CH2:2][C:3]1[CH:4]=[CH:5][C:6](=[O:15])[N:7]([CH:9]2[CH2:14][CH2:13][CH2:12][CH2:11][O:10]2)[N:8]=1.C(N(CC)CC)C.[C:23]1([CH3:33])[CH:28]=[CH:27][C:26]([S:29](Cl)(=[O:31])=[O:30])=[CH:25][CH:24]=1, predict the reaction product. The product is: [O:15]=[C:6]1[N:7]([CH:9]2[CH2:14][CH2:13][CH2:12][CH2:11][O:10]2)[N:8]=[C:3]([CH2:2][O:1][S:29]([C:26]2[CH:27]=[CH:28][C:23]([CH3:33])=[CH:24][CH:25]=2)(=[O:31])=[O:30])[CH:4]=[CH:5]1. (2) Given the reactants Cl[C:2]1[C:7]([C:8]([F:11])([F:10])[F:9])=[CH:6][N:5]=[C:4]([NH:12][C:13]2[CH:18]=[CH:17][C:16]([CH:19]3[CH2:24][CH2:23][N:22]([C:25]([O:27][C:28]([CH3:31])([CH3:30])[CH3:29])=[O:26])[CH2:21][CH2:20]3)=[CH:15][CH:14]=2)[N:3]=1.F[B-](F)(F)F.[C:37]([C:39]1[CH:44]=[CH:43][CH:42]=[CH:41][C:40]=1[C:45]1([C:48]([O:50][CH3:51])=[O:49])[CH2:47][CH2:46]1)#[CH:38].CCN(CC)CC, predict the reaction product. The product is: [CH3:51][O:50][C:48]([C:45]1([C:40]2[CH:41]=[CH:42][CH:43]=[CH:44][C:39]=2[C:37]#[C:38][C:2]2[C:7]([C:8]([F:11])([F:10])[F:9])=[CH:6][N:5]=[C:4]([NH:12][C:13]3[CH:18]=[CH:17][C:16]([CH:19]4[CH2:24][CH2:23][N:22]([C:25]([O:27][C:28]([CH3:31])([CH3:30])[CH3:29])=[O:26])[CH2:21][CH2:20]4)=[CH:15][CH:14]=3)[N:3]=2)[CH2:47][CH2:46]1)=[O:49]. (3) Given the reactants Br[C:2]1([CH2:13][C:14]2[CH:19]=[CH:18][CH:17]=[C:16]([Cl:20])[CH:15]=2)[C:10]2[C:5](=[CH:6][C:7]([Cl:11])=[CH:8][CH:9]=2)[NH:4][C:3]1=[O:12].[F:21][C:22]([F:36])([F:35])[C:23]1[CH:28]=[CH:27][C:26]([N:29]2[CH2:34][CH2:33][NH:32][CH2:31][CH2:30]2)=[CH:25][CH:24]=1.CCN(C(C)C)C(C)C, predict the reaction product. The product is: [Cl:11][C:7]1[CH:6]=[C:5]2[C:10]([C:2]([CH2:13][C:14]3[CH:19]=[CH:18][CH:17]=[C:16]([Cl:20])[CH:15]=3)([N:32]3[CH2:31][CH2:30][N:29]([C:26]4[CH:25]=[CH:24][C:23]([C:22]([F:35])([F:36])[F:21])=[CH:28][CH:27]=4)[CH2:34][CH2:33]3)[C:3](=[O:12])[NH:4]2)=[CH:9][CH:8]=1. (4) The product is: [NH2:1][C:2]1[N:11]=[CH:10][C:9]([C:30]2[CH:40]=[CH:39][C:33]3[NH:34][S:35](=[O:37])(=[O:38])[CH2:36][C:32]=3[CH:31]=2)=[C:8]2[C:3]=1[CH:4]=[CH:5][C:6]([C:13]([N:15]1[CH2:19][CH2:18][C:17]([F:21])([F:20])[CH2:16]1)=[O:14])=[N:7]2. Given the reactants [NH2:1][C:2]1[N:11]=[CH:10][C:9](Br)=[C:8]2[C:3]=1[CH:4]=[CH:5][C:6]([C:13]([N:15]1[CH2:19][CH2:18][C:17]([F:21])([F:20])[CH2:16]1)=[O:14])=[N:7]2.CC1(C)C(C)(C)OB([C:30]2[CH:40]=[CH:39][C:33]3[NH:34][S:35](=[O:38])(=[O:37])[CH2:36][C:32]=3[CH:31]=2)O1.C(=O)([O-])[O-].[Na+].[Na+], predict the reaction product. (5) The product is: [Cl:11][C:7]1[CH:6]=[C:5]([CH:3]([OH:4])[CH:2]([NH:1][C:37]([C:26]2[CH:27]=[CH:28][CH:29]=[C:30]3[CH2:36][CH2:35][CH2:34][CH:33]=[CH:32][C:31]=23)=[O:38])[CH2:12][C:13]2[CH:18]=[CH:17][CH:16]=[C:15]([O:19][C:20]([F:25])([F:24])[CH:21]([F:23])[F:22])[CH:14]=2)[CH:10]=[CH:9][CH:8]=1. Given the reactants [NH2:1][CH:2]([CH2:12][C:13]1[CH:18]=[CH:17][CH:16]=[C:15]([O:19][C:20]([F:25])([F:24])[CH:21]([F:23])[F:22])[CH:14]=1)[CH:3]([C:5]1[CH:10]=[CH:9][CH:8]=[C:7]([Cl:11])[CH:6]=1)[OH:4].[C:26]1([C:37](O)=[O:38])[CH:27]=[CH:28][CH:29]=[C:30]2[CH2:36][CH2:35][CH2:34][CH:33]=[CH:32][C:31]=12.Cl.C(N=C=NCCCN(C)C)C.O.ON1C2C=CC=CC=2N=N1, predict the reaction product. (6) Given the reactants CCN(C(C)C)C(C)C.[OH:10][C:11]1[CH:12]=[CH:13][CH:14]=[C:15]2[C:20]=1[O:19][C:18](=[O:21])[C:17]([C:22]([OH:24])=O)=[CH:16]2.CN(C(ON1N=NC2C=CC=NC1=2)=[N+](C)C)C.F[P-](F)(F)(F)(F)F.[O:49]1[C:53]2[CH:54]=[CH:55][C:56]([C:58]3[CH:59]=[C:60]([NH2:64])[CH:61]=[CH:62][CH:63]=3)=[CH:57][C:52]=2[O:51][CH2:50]1, predict the reaction product. The product is: [O:49]1[C:53]2[CH:54]=[CH:55][C:56]([C:58]3[CH:59]=[C:60]([NH:64][C:22]([C:17]4[C:18](=[O:21])[O:19][C:20]5[C:15]([CH:16]=4)=[CH:14][CH:13]=[CH:12][C:11]=5[OH:10])=[O:24])[CH:61]=[CH:62][CH:63]=3)=[CH:57][C:52]=2[O:51][CH2:50]1. (7) The product is: [Cl:20][C:21]1[CH:26]=[CH:25][C:24]([NH:27][C:28]([NH:19][C:16]2[CH:17]=[CH:18][C:13]([O:12][C:8]3[CH:7]=[C:6]([N:1]4[CH:5]=[N:4][CH:3]=[N:2]4)[N:11]=[CH:10][N:9]=3)=[CH:14][CH:15]=2)=[O:29])=[CH:23][C:22]=1[C:30]([F:31])([F:32])[F:33]. Given the reactants [N:1]1([C:6]2[N:11]=[CH:10][N:9]=[C:8]([O:12][C:13]3[CH:18]=[CH:17][C:16]([NH2:19])=[CH:15][CH:14]=3)[CH:7]=2)[CH:5]=[N:4][CH:3]=[N:2]1.[Cl:20][C:21]1[CH:26]=[CH:25][C:24]([N:27]=[C:28]=[O:29])=[CH:23][C:22]=1[C:30]([F:33])([F:32])[F:31], predict the reaction product. (8) Given the reactants [C:1]([O:5][C:6]([N:8]1[CH2:13][CH2:12][CH2:11][C:10]([C:17]([F:21])([F:20])[CH:18]=[CH2:19])(C(O)=O)[CH2:9]1)=[O:7])([CH3:4])([CH3:3])[CH3:2].C([N:24]([CH2:27]C)CC)C.C1(P(N=[N+]=[N-])(C2C=CC=CC=2)=[O:36])C=CC=CC=1.[CH2:46]([OH:53])[C:47]1[CH:52]=[CH:51][CH:50]=[CH:49][CH:48]=1, predict the reaction product. The product is: [C:1]([O:5][C:6]([N:8]1[CH2:13][CH2:12][CH2:11][C:10]([NH:24][C:27]([O:53][CH2:46][C:47]2[CH:52]=[CH:51][CH:50]=[CH:49][CH:48]=2)=[O:36])([C:17]([F:20])([F:21])[CH:18]=[CH2:19])[CH2:9]1)=[O:7])([CH3:2])([CH3:3])[CH3:4]. (9) Given the reactants [C:1]([NH:8][C@H:9]([C:11]([OH:13])=[O:12])[CH3:10])([O:3][C:4]([CH3:7])([CH3:6])[CH3:5])=[O:2].C(N1C=CN=C1)(N1C=CN=C1)=O.[CH2:26](O)[CH2:27][CH2:28][CH2:29][CH2:30][CH2:31][CH2:32][CH2:33][CH2:34][CH2:35][CH2:36][CH2:37][CH2:38][CH2:39][CH2:40][CH2:41][CH2:42][CH2:43][CH2:44][CH2:45][CH2:46][CH3:47], predict the reaction product. The product is: [C:4]([O:3][C:1]([NH:8][C@@H:9]([CH3:10])[C:11]([O:13][CH2:47][CH2:46][CH2:45][CH2:44][CH2:43][CH2:42][CH2:41][CH2:40][CH2:39][CH2:38][CH2:37][CH2:36][CH2:35][CH2:34][CH2:33][CH2:32][CH2:31][CH2:30][CH2:29][CH2:28][CH2:27][CH3:26])=[O:12])=[O:2])([CH3:7])([CH3:5])[CH3:6].